From a dataset of NCI-60 drug combinations with 297,098 pairs across 59 cell lines. Regression. Given two drug SMILES strings and cell line genomic features, predict the synergy score measuring deviation from expected non-interaction effect. (1) Drug 1: CC1=C(N=C(N=C1N)C(CC(=O)N)NCC(C(=O)N)N)C(=O)NC(C(C2=CN=CN2)OC3C(C(C(C(O3)CO)O)O)OC4C(C(C(C(O4)CO)O)OC(=O)N)O)C(=O)NC(C)C(C(C)C(=O)NC(C(C)O)C(=O)NCCC5=NC(=CS5)C6=NC(=CS6)C(=O)NCCC[S+](C)C)O. Drug 2: CS(=O)(=O)OCCCCOS(=O)(=O)C. Cell line: LOX IMVI. Synergy scores: CSS=43.3, Synergy_ZIP=-5.63, Synergy_Bliss=-0.918, Synergy_Loewe=-34.2, Synergy_HSA=-0.950. (2) Drug 1: CC1CCC2CC(C(=CC=CC=CC(CC(C(=O)C(C(C(=CC(C(=O)CC(OC(=O)C3CCCCN3C(=O)C(=O)C1(O2)O)C(C)CC4CCC(C(C4)OC)O)C)C)O)OC)C)C)C)OC. Drug 2: C(CN)CNCCSP(=O)(O)O. Cell line: COLO 205. Synergy scores: CSS=26.5, Synergy_ZIP=1.40, Synergy_Bliss=-0.189, Synergy_Loewe=-53.2, Synergy_HSA=-1.71.